This data is from Catalyst prediction with 721,799 reactions and 888 catalyst types from USPTO. The task is: Predict which catalyst facilitates the given reaction. (1) Reactant: [S:1]1[C:5]([CH:6]=[O:7])=[CH:4][C:3]2[S:8][CH:9]=[CH:10][C:2]1=2.C(O)(=O)C.C1C(=O)N([I:22])C(=O)C1. Product: [I:22][C:9]1[S:8][C:3]2[CH:4]=[C:5]([CH:6]=[O:7])[S:1][C:2]=2[CH:10]=1. The catalyst class is: 22. (2) Reactant: Cl.Cl.[CH2:3]1[C@H:8]2[CH2:9][NH:10][CH2:11][CH2:12][N:7]2[CH2:6][CH2:5][O:4]1.[CH3:13][C:14]([O:17][C:18]([N:20]([C:38]([O:40][C:41]([CH3:44])([CH3:43])[CH3:42])=[O:39])[N:21]([C:29]1[C:34]([F:35])=[C:33](Cl)[N:32]=[C:31]([Cl:37])[N:30]=1)[C:22]([O:24][C:25]([CH3:28])([CH3:27])[CH3:26])=[O:23])=[O:19])([CH3:16])[CH3:15].C(N(CC)C(C)C)(C)C. Product: [CH3:16][C:14]([O:17][C:18]([N:20]([C:38]([O:40][C:41]([CH3:44])([CH3:43])[CH3:42])=[O:39])[N:21]([C:29]1[C:34]([F:35])=[C:33]([N:10]2[CH2:11][CH2:12][N:7]3[C@@H:8]([CH2:3][O:4][CH2:5][CH2:6]3)[CH2:9]2)[N:32]=[C:31]([Cl:37])[N:30]=1)[C:22]([O:24][C:25]([CH3:26])([CH3:27])[CH3:28])=[O:23])=[O:19])([CH3:13])[CH3:15]. The catalyst class is: 215. (3) Reactant: [N+:1]([C:4]1[CH:9]=[CH:8][CH:7]=[C:6]([O:10][CH2:11][CH2:12][C:13]2[CH:18]=[CH:17][C:16]([C:19]#[N:20])=[CH:15][CH:14]=2)[CH:5]=1)([O-])=O.[NH4+].[Cl-]. Product: [NH2:1][C:4]1[CH:9]=[CH:8][CH:7]=[C:6]([O:10][CH2:11][CH2:12][C:13]2[CH:14]=[CH:15][C:16]([C:19]#[N:20])=[CH:17][CH:18]=2)[CH:5]=1. The catalyst class is: 314. (4) Reactant: [CH:1]1([CH2:7][NH:8][C:9]([C:11]2[C:12]([C:18]([F:21])([F:20])[F:19])=[N:13][C:14](Cl)=[N:15][CH:16]=2)=[O:10])[CH2:6][CH2:5][CH2:4][CH2:3][CH2:2]1.[Cl:22][C:23]1[CH:28]=[CH:27][C:26]([NH2:29])=[CH:25][C:24]=1[O:30][CH3:31]. Product: [CH:1]1([CH2:7][NH:8][C:9]([C:11]2[C:12]([C:18]([F:21])([F:20])[F:19])=[N:13][C:14]([NH:29][C:26]3[CH:27]=[CH:28][C:23]([Cl:22])=[C:24]([O:30][CH3:31])[CH:25]=3)=[N:15][CH:16]=2)=[O:10])[CH2:6][CH2:5][CH2:4][CH2:3][CH2:2]1. The catalyst class is: 12. (5) Reactant: [Br:1][C:2]1[CH:9]=[CH:8][C:5]([CH2:6]Br)=[CH:4][CH:3]=1.[N-:10]=[N+:11]=[N-:12].[Na+]. Product: [Br:1][C:2]1[CH:9]=[CH:8][C:5]([CH2:6][N:10]=[N+:11]=[N-:12])=[CH:4][CH:3]=1. The catalyst class is: 18.